From a dataset of Serine/threonine kinase 33 screen with 319,792 compounds. Binary Classification. Given a drug SMILES string, predict its activity (active/inactive) in a high-throughput screening assay against a specified biological target. The compound is O(c1c(C\2N(C(=O)C(=O)C2=C(\O)c2ccc(OC(C)C)cc2)c2noc(c2)C)cccc1)C. The result is 0 (inactive).